This data is from Reaction yield outcomes from USPTO patents with 853,638 reactions. The task is: Predict the reaction yield, written as a fraction of the theoretical maximum amount of product (1.0 means a 100% yield; for example, 0.34 means a 34% yield). (1) The reactants are [C:1]([NH:9][CH2:10][CH2:11]/[CH:12]=[CH:13]/[CH2:14][C:15]([NH:17][C:18]1[CH:23]=[CH:22][CH:21]=[CH:20][C:19]=1[NH:24][C:25](=[O:31])[O:26][C:27]([CH3:30])([CH3:29])[CH3:28])=[O:16])(=[O:8])[C:2]1[CH:7]=[CH:6][CH:5]=[CH:4][CH:3]=1.CO[Na].[NH4+].[Cl-]. The catalyst is CO. The product is [C:1]([NH:9][CH2:10][CH2:11][CH2:12]/[CH:13]=[CH:14]/[C:15]([NH:17][C:18]1[CH:23]=[CH:22][CH:21]=[CH:20][C:19]=1[NH:24][C:25](=[O:31])[O:26][C:27]([CH3:29])([CH3:28])[CH3:30])=[O:16])(=[O:8])[C:2]1[CH:7]=[CH:6][CH:5]=[CH:4][CH:3]=1.[C:1]([NH:9][CH2:10][CH2:11]/[CH:12]=[CH:13]/[CH2:14][C:15]([NH:17][C:18]1[CH:23]=[CH:22][CH:21]=[CH:20][C:19]=1[NH:24][C:25](=[O:31])[O:26][C:27]([CH3:29])([CH3:28])[CH3:30])=[O:16])(=[O:8])[C:2]1[CH:7]=[CH:6][CH:5]=[CH:4][CH:3]=1. The yield is 0.640. (2) The reactants are [CH:1]1([C:4]2[C:5]([O:14][CH2:15][C:16]3([C:22]([F:25])([F:24])[F:23])[CH2:21][CH2:20][CH2:19][CH2:18][CH2:17]3)=[CH:6][C:7]([F:13])=[C:8]([CH:12]=2)[C:9](O)=[O:10])[CH2:3][CH2:2]1.Cl.C(N=C=NCCCN(C)C)C.[CH3:38][S:39]([NH2:42])(=[O:41])=[O:40].Cl. The catalyst is ClCCl.CN(C)C1C=CN=CC=1.C(OCC)(=O)C. The product is [CH:1]1([C:4]2[C:5]([O:14][CH2:15][C:16]3([C:22]([F:25])([F:24])[F:23])[CH2:21][CH2:20][CH2:19][CH2:18][CH2:17]3)=[CH:6][C:7]([F:13])=[C:8]([CH:12]=2)[C:9]([NH:42][S:39]([CH3:38])(=[O:41])=[O:40])=[O:10])[CH2:3][CH2:2]1. The yield is 0.620. (3) The reactants are [CH:1]([C:3]1[N:8]=[N:7][C:6]2[O:9][CH2:10][CH2:11][O:12][C:5]=2[CH:4]=1)=C.I([O-])(=O)(=O)=[O:14].[Na+]. The catalyst is O1CCOCC1.O.[Os](=O)(=O)(=O)=O. The product is [N:7]1[C:6]2[O:9][CH2:10][CH2:11][O:12][C:5]=2[CH:4]=[C:3]([CH:1]=[O:14])[N:8]=1. The yield is 0.640. (4) The reactants are [OH:1][C@@H:2]1[C@H:7]([NH:8][C:9](=[O:15])[O:10][C:11]([CH3:14])([CH3:13])[CH3:12])[CH:6]=[C:5]([C:16]2[CH:21]=[CH:20][N:19]=[CH:18][C:17]=2[N+:22]([O-:24])=[O:23])[CH2:4][C@@H:3]1[CH3:25].I[CH2:27][CH3:28]. The catalyst is C1COCC1.[Ag]=O. The product is [CH2:27]([O:1][C@@H:2]1[C@H:7]([NH:8][C:9](=[O:15])[O:10][C:11]([CH3:12])([CH3:13])[CH3:14])[CH:6]=[C:5]([C:16]2[CH:21]=[CH:20][N:19]=[CH:18][C:17]=2[N+:22]([O-:24])=[O:23])[CH2:4][C@@H:3]1[CH3:25])[CH3:28]. The yield is 0.310.